From a dataset of TCR-epitope binding with 47,182 pairs between 192 epitopes and 23,139 TCRs. Binary Classification. Given a T-cell receptor sequence (or CDR3 region) and an epitope sequence, predict whether binding occurs between them. The TCR CDR3 sequence is CASSETSRPYEQYF. The epitope is LLSAGIFGA. Result: 0 (the TCR does not bind to the epitope).